Dataset: Catalyst prediction with 721,799 reactions and 888 catalyst types from USPTO. Task: Predict which catalyst facilitates the given reaction. (1) Reactant: [C:1]([O:5][C:6]([N:8]1[CH2:13][CH2:12][CH2:11][C@H:10]([O:14][C:15]2[CH:16]=[C:17]3[C:22](=[CH:23][CH:24]=2)[C:21]([NH2:25])=[N:20][CH:19]=[CH:18]3)[CH2:9]1)=[O:7])([CH3:4])([CH3:3])[CH3:2].C(N(CC)CC)C.[C:33](Cl)(=[O:43])[C:34]1[C:35](=[CH:39][CH:40]=[CH:41][CH:42]=1)[C:36](Cl)=[O:37]. Product: [C:1]([O:5][C:6]([N:8]1[CH2:13][CH2:12][CH2:11][C@H:10]([O:14][C:15]2[CH:16]=[C:17]3[C:22](=[CH:23][CH:24]=2)[C:21]([N:25]2[C:36](=[O:37])[C:35]4[C:34](=[CH:42][CH:41]=[CH:40][CH:39]=4)[C:33]2=[O:43])=[N:20][CH:19]=[CH:18]3)[CH2:9]1)=[O:7])([CH3:4])([CH3:2])[CH3:3]. The catalyst class is: 6. (2) Reactant: C(OC(=O)[NH:7][C:8]1[CH:16]=[C:15]2[C:11]([CH:12]=[C:13]([C:17]3[C:22]([O:23][CH3:24])=[CH:21][CH:20]=[CH:19][C:18]=3[Cl:25])[NH:14]2)=[CH:10][CH:9]=1)(C)(C)C.FC(F)(F)C(O)=O. Product: [Cl:25][C:18]1[CH:19]=[CH:20][CH:21]=[C:22]([O:23][CH3:24])[C:17]=1[C:13]1[NH:14][C:15]2[C:11]([CH:12]=1)=[CH:10][CH:9]=[C:8]([NH2:7])[CH:16]=2. The catalyst class is: 2. (3) Reactant: [Cl:1][C:2]1[CH:7]=[CH:6][CH:5]=[CH:4][C:3]=1[N:8]1[C:12]([C:13]([OH:15])=O)=[CH:11][C:10]([C:16]([O:18][CH3:19])=[O:17])=[N:9]1.[CH3:20][S:21]([C:24]1[CH:25]=[C:26]([CH:31]=[CH:32][CH:33]=1)[C:27]([NH:29][NH2:30])=O)(=[O:23])=[O:22].[Cl-].[NH2+]1CCN=C1.C(N(CC)CC)C. Product: [Cl:1][C:2]1[CH:7]=[CH:6][CH:5]=[CH:4][C:3]=1[N:8]1[C:12]([C:13]2[O:15][C:27]([C:26]3[CH:31]=[CH:32][CH:33]=[C:24]([S:21]([CH3:20])(=[O:23])=[O:22])[CH:25]=3)=[N:29][N:30]=2)=[CH:11][C:10]([C:16]([O:18][CH3:19])=[O:17])=[N:9]1. The catalyst class is: 46. (4) Reactant: [NH2:1][C:2]1[CH:7]=[CH:6][C:5]([F:8])=[CH:4][C:3]=1[NH:9][C:10]1[CH:18]=[CH:17][CH:16]=[C:15]2[C:11]=1[CH2:12][CH2:13][CH:14]2[N:19]([C:34](=[O:39])[C:35]([F:38])([F:37])[F:36])[C:20]1[CH:33]=[CH:32][C:23]2[C@H:24]([CH2:27][C:28]([O:30][CH3:31])=[O:29])[CH2:25][O:26][C:22]=2[CH:21]=1.[CH2:40]([O:42][C:43](OCC)(OCC)OCC)[CH3:41]. Product: [CH2:40]([O:42][C:43]1[N:9]([C:10]2[CH:18]=[CH:17][CH:16]=[C:15]3[C:11]=2[CH2:12][CH2:13][CH:14]3[N:19]([C:34](=[O:39])[C:35]([F:38])([F:37])[F:36])[C:20]2[CH:33]=[CH:32][C:23]3[C@H:24]([CH2:27][C:28]([O:30][CH3:31])=[O:29])[CH2:25][O:26][C:22]=3[CH:21]=2)[C:3]2[CH:4]=[C:5]([F:8])[CH:6]=[CH:7][C:2]=2[N:1]=1)[CH3:41]. The catalyst class is: 15. (5) Reactant: [Na].[F:2][C:3]([F:12])([F:11])[C:4]1[CH:5]=[C:6]([SH:10])[CH:7]=[CH:8][CH:9]=1.Cl[CH2:14][C:15]#[N:16].CCOCC. Product: [F:12][C:3]([F:2])([F:11])[C:4]1[CH:5]=[C:6]([S:10][CH2:14][C:15]#[N:16])[CH:7]=[CH:8][CH:9]=1. The catalyst class is: 8.